Dataset: Serine/threonine kinase 33 screen with 319,792 compounds. Task: Binary Classification. Given a drug SMILES string, predict its activity (active/inactive) in a high-throughput screening assay against a specified biological target. The drug is Fc1ccc(Cn2c3nc4n(c(=O)c3cc(c2=N)C(=O)NCCN2CCOCC2)cccc4C)cc1. The result is 0 (inactive).